This data is from Forward reaction prediction with 1.9M reactions from USPTO patents (1976-2016). The task is: Predict the product of the given reaction. Given the reactants [Cl:1][C:2]1[CH:3]=[CH:4][C:5]([O:19][CH3:20])=[C:6]([CH:18]=1)[C:7]([NH:9][CH2:10][CH2:11][C:12]1[CH:17]=[CH:16][CH:15]=[CH:14][CH:13]=1)=[O:8].[Cl:21][S:22](O)(=[O:24])=[O:23], predict the reaction product. The product is: [Cl:1][C:2]1[CH:3]=[CH:4][C:5]([O:19][CH3:20])=[C:6]([C:7]([NH:9][CH2:10][CH2:11][C:12]2[CH:13]=[CH:14][C:15]([S:22]([Cl:21])(=[O:24])=[O:23])=[CH:16][CH:17]=2)=[O:8])[CH:18]=1.